This data is from NCI-60 drug combinations with 297,098 pairs across 59 cell lines. The task is: Regression. Given two drug SMILES strings and cell line genomic features, predict the synergy score measuring deviation from expected non-interaction effect. (1) Drug 1: C1=CN(C(=O)N=C1N)C2C(C(C(O2)CO)O)O.Cl. Drug 2: C1=CN(C=N1)CC(O)(P(=O)(O)O)P(=O)(O)O. Cell line: HT29. Synergy scores: CSS=40.5, Synergy_ZIP=0.0588, Synergy_Bliss=-1.12, Synergy_Loewe=-18.3, Synergy_HSA=-1.45. (2) Drug 1: CC1=CC=C(C=C1)C2=CC(=NN2C3=CC=C(C=C3)S(=O)(=O)N)C(F)(F)F. Drug 2: CNC(=O)C1=NC=CC(=C1)OC2=CC=C(C=C2)NC(=O)NC3=CC(=C(C=C3)Cl)C(F)(F)F. Cell line: LOX IMVI. Synergy scores: CSS=-5.75, Synergy_ZIP=-0.486, Synergy_Bliss=-5.86, Synergy_Loewe=-7.04, Synergy_HSA=-7.19.